From a dataset of Full USPTO retrosynthesis dataset with 1.9M reactions from patents (1976-2016). Predict the reactants needed to synthesize the given product. The reactants are: [H-].[Na+].Cl[C:4]1[C:13]2[C:8](=[CH:9][C:10]([O:15][CH3:16])=[C:11]([F:14])[CH:12]=2)[CH:7]=[C:6]([NH:17][C:18]2[CH:22]=[C:21]([CH3:23])[NH:20][N:19]=2)[N:5]=1.[C:24]([OH:27])(=O)[CH3:25].[CH3:28]OCCOC. Given the product [F:14][C:11]1[CH:12]=[C:13]2[C:8]([CH:7]=[C:6]([NH:17][C:18]3[CH:22]=[C:21]([CH3:23])[NH:20][N:19]=3)[N:5]=[C:4]2[O:27][CH:24]([CH3:25])[CH3:28])=[CH:9][C:10]=1[O:15][CH3:16], predict the reactants needed to synthesize it.